From a dataset of Full USPTO retrosynthesis dataset with 1.9M reactions from patents (1976-2016). Predict the reactants needed to synthesize the given product. (1) Given the product [C:40]([O:44][C:45]([N:47]1[CH2:52][CH2:51][CH:50]([CH2:53][NH:54][C:23](=[O:25])[CH:22]([NH:21][C:19](=[O:20])[C:18]2[CH:33]=[CH:34][C:15]([S:12](=[O:13])(=[O:14])[NH:11][C:6]3[CH:7]=[CH:8][CH:9]=[CH:10][C:5]=3[O:4][C:3]3[CH:35]=[CH:36][C:37]([Cl:39])=[CH:38][C:2]=3[Cl:1])=[CH:16][CH:17]=2)[CH2:26][C:27]2[CH:28]=[CH:29][CH:30]=[CH:31][CH:32]=2)[CH2:49][CH2:48]1)=[O:46])([CH3:43])([CH3:42])[CH3:41], predict the reactants needed to synthesize it. The reactants are: [Cl:1][C:2]1[CH:38]=[C:37]([Cl:39])[CH:36]=[CH:35][C:3]=1[O:4][C:5]1[CH:10]=[CH:9][CH:8]=[CH:7][C:6]=1[NH:11][S:12]([C:15]1[CH:34]=[CH:33][C:18]([C:19]([NH:21][CH:22]([CH2:26][C:27]2[CH:32]=[CH:31][CH:30]=[CH:29][CH:28]=2)[C:23]([OH:25])=O)=[O:20])=[CH:17][CH:16]=1)(=[O:14])=[O:13].[C:40]([O:44][C:45]([N:47]1[CH2:52][CH2:51][CH:50]([CH2:53][NH2:54])[CH2:49][CH2:48]1)=[O:46])([CH3:43])([CH3:42])[CH3:41]. (2) Given the product [CH:29]1([N:20]2[C:21]3[C:16](=[C:15]([NH:14][C:6](=[O:11])[C:7]([F:8])([F:9])[F:10])[C:24]([F:25])=[C:23]([F:26])[C:22]=3[O:27][CH3:28])[C:17](=[O:35])[C:18]([C:32]([OH:34])=[O:33])=[CH:19]2)[CH2:30][CH2:31]1, predict the reactants needed to synthesize it. The reactants are: [F:8][C:7]([F:10])([F:9])[C:6](O[C:6](=[O:11])[C:7]([F:10])([F:9])[F:8])=[O:11].[NH2:14][C:15]1[C:24]([F:25])=[C:23]([F:26])[C:22]([O:27][CH3:28])=[C:21]2[C:16]=1[C:17](=[O:35])[C:18]([C:32]([OH:34])=[O:33])=[CH:19][N:20]2[CH:29]1[CH2:31][CH2:30]1.